From a dataset of Reaction yield outcomes from USPTO patents with 853,638 reactions. Predict the reaction yield, written as a fraction of the theoretical maximum amount of product (1.0 means a 100% yield; for example, 0.34 means a 34% yield). (1) The product is [Br:11][C:12]1[CH:13]=[C:14]2[C:18](=[CH:19][CH:20]=1)[N:17]([Si:24]([CH:28]([CH3:30])[CH3:29])([CH:25]([CH3:27])[CH3:26])[CH:21]([CH3:23])[CH3:22])[CH:16]=[CH:15]2. The reactants are C[Si](C)(C)N[Si](C)(C)C.[Li].[Br:11][C:12]1[CH:13]=[C:14]2[C:18](=[CH:19][CH:20]=1)[NH:17][CH:16]=[CH:15]2.[CH:21]([Si:24](Cl)([CH:28]([CH3:30])[CH3:29])[CH:25]([CH3:27])[CH3:26])([CH3:23])[CH3:22].O. The catalyst is O1CCCC1. The yield is 0.920. (2) The reactants are [CH3:1][N:2]1[C:7](=[O:8])[C:6]([NH:9][C:10]2[CH:15]=[CH:14][C:13]([N:16]3[CH2:21][CH2:20][N:19]([CH:22]4[CH2:25][O:24][CH2:23]4)[CH2:18][CH2:17]3)=[CH:12][N:11]=2)=[CH:5][C:4]([C:26]2[C:31]([CH:32]=[O:33])=[C:30]([N:34]3[C:46](=[O:47])[C:38]4=[CH:39][N:40]5[C:45]([CH2:44][CH2:43][CH2:42][CH2:41]5)=[C:37]4[CH:36]=[N:35]3)[N:29]=[CH:28][CH:27]=2)=[CH:3]1.[BH4-].[Na+]. The yield is 0.430. The catalyst is CO. The product is [OH:33][CH2:32][C:31]1[C:30]([N:34]2[C:46](=[O:47])[C:38]3=[CH:39][N:40]4[C:45]([CH2:44][CH2:43][CH2:42][CH2:41]4)=[C:37]3[CH:36]=[N:35]2)=[N:29][CH:28]=[CH:27][C:26]=1[C:4]1[CH:5]=[C:6]([NH:9][C:10]2[CH:15]=[CH:14][C:13]([N:16]3[CH2:17][CH2:18][N:19]([CH:22]4[CH2:25][O:24][CH2:23]4)[CH2:20][CH2:21]3)=[CH:12][N:11]=2)[C:7](=[O:8])[N:2]([CH3:1])[CH:3]=1. (3) The reactants are [S:1]1[CH2:6][CH2:5][N:4]([CH2:7][C:8]2[CH:13]=[CH:12][C:11]([C:14]3[CH:19]=[CH:18][C:17]([CH2:20][CH2:21][C:22]([C:24]4[O:25][C:26]([C:29]5[N:34]=[C:33]([C:35]([O:37]C)=[O:36])[CH:32]=[CH:31][CH:30]=5)=[CH:27][N:28]=4)=[O:23])=[CH:16][CH:15]=3)=[CH:10][CH:9]=2)[CH2:3][CH2:2]1.[Li+].[OH-].Cl. The catalyst is C1COCC1.O.C(Cl)Cl. The product is [S:1]1[CH2:6][CH2:5][N:4]([CH2:7][C:8]2[CH:9]=[CH:10][C:11]([C:14]3[CH:19]=[CH:18][C:17]([CH2:20][CH2:21][C:22]([C:24]4[O:25][C:26]([C:29]5[N:34]=[C:33]([C:35]([OH:37])=[O:36])[CH:32]=[CH:31][CH:30]=5)=[CH:27][N:28]=4)=[O:23])=[CH:16][CH:15]=3)=[CH:12][CH:13]=2)[CH2:3][CH2:2]1. The yield is 0.870.